From a dataset of Forward reaction prediction with 1.9M reactions from USPTO patents (1976-2016). Predict the product of the given reaction. (1) Given the reactants [SH:1][C:2]1[S:3][C:4]2[CH2:14][CH2:13][C:12]3[C:7](=[CH:8][CH:9]=[CH:10][C:11]=3[O:15][CH2:16][C:17]([O:19]CC)=[O:18])[C:5]=2[N:6]=1.[C:22]1([CH:28]([C:33]2[CH:38]=[CH:37][CH:36]=[CH:35][CH:34]=2)[CH2:29][CH2:30][CH2:31]I)[CH:27]=[CH:26][CH:25]=[CH:24][CH:23]=1, predict the reaction product. The product is: [C:22]1([CH:28]([C:33]2[CH:34]=[CH:35][CH:36]=[CH:37][CH:38]=2)[CH2:29][CH2:30][CH2:31][S:1][C:2]2[S:3][C:4]3[CH2:14][CH2:13][C:12]4[C:7](=[CH:8][CH:9]=[CH:10][C:11]=4[O:15][CH2:16][C:17]([OH:19])=[O:18])[C:5]=3[N:6]=2)[CH:27]=[CH:26][CH:25]=[CH:24][CH:23]=1. (2) Given the reactants Cl[C:2]1[CH:11]=[CH:10][C:9]2[CH2:8][N:7]([CH2:12][C:13]([N:15]3[CH2:20][CH2:19][N:18]([CH:21]4[CH2:24][CH2:23][CH2:22]4)[CH2:17][CH2:16]3)=[O:14])[CH2:6][CH2:5][C:4]=2[N:3]=1.[NH:25]1[CH2:29][CH2:28][CH2:27][CH2:26]1, predict the reaction product. The product is: [CH:21]1([N:18]2[CH2:19][CH2:20][N:15]([C:13](=[O:14])[CH2:12][N:7]3[CH2:6][CH2:5][C:4]4[N:3]=[C:2]([N:25]5[CH2:29][CH2:28][CH2:27][CH2:26]5)[CH:11]=[CH:10][C:9]=4[CH2:8]3)[CH2:16][CH2:17]2)[CH2:24][CH2:23][CH2:22]1.